From a dataset of Forward reaction prediction with 1.9M reactions from USPTO patents (1976-2016). Predict the product of the given reaction. Given the reactants [CH:1]1([S:6][C:7]2[S:8][C:9]([C:19]3[CH:23]=[CH:22][NH:21][N:20]=3)=[C:10]3[CH2:15][C:14]([CH3:17])([CH3:16])[CH2:13][C:12](=[O:18])[C:11]=23)[CH2:5][CH2:4][CH2:3][CH2:2]1.C(N(CC)CC)C.[C:31](Cl)(=[O:35])[CH2:32][CH2:33][CH3:34], predict the reaction product. The product is: [C:31]([N:21]1[CH:22]=[CH:23][C:19]([C:9]2[S:8][C:7]([S:6][CH:1]3[CH2:2][CH2:3][CH2:4][CH2:5]3)=[C:11]3[C:12](=[O:18])[CH2:13][C:14]([CH3:16])([CH3:17])[CH2:15][C:10]=23)=[N:20]1)(=[O:35])[CH2:32][CH2:33][CH3:34].